From a dataset of Reaction yield outcomes from USPTO patents with 853,638 reactions. Predict the reaction yield, written as a fraction of the theoretical maximum amount of product (1.0 means a 100% yield; for example, 0.34 means a 34% yield). The reactants are [CH3:1][CH:2]([CH2:4][N:5]([S:29]([C:32]1[CH:33]=[CH:34][C:35]([NH2:38])=[CH:36][CH:37]=1)(=[O:31])=[O:30])[CH2:6][C@@H:7]([OH:28])[C@@H:8]([NH:16][C:17]([O:19][C@@H:20]1[C@@H:24]2[CH2:25][CH2:26][O:27][C@@H:23]2[O:22][CH2:21]1)=[O:18])[CH2:9][C:10]1[CH:11]=[CH:12][CH:13]=[CH:14][CH:15]=1)[CH3:3].C([O-])(C)C. The catalyst is CO.O. The product is [CH3:3][CH:2]([CH2:4][N:5]([S:29]([C:32]1[CH:37]=[CH:36][C:35]([NH2:38])=[CH:34][CH:33]=1)(=[O:31])=[O:30])[CH2:6][C@@H:7]([OH:28])[C@@H:8]([NH:16][C:17]([O:19][C@@H:20]1[C@@H:24]2[CH2:25][CH2:26][O:27][C@@H:23]2[O:22][CH2:21]1)=[O:18])[CH2:9][C:10]1[CH:15]=[CH:14][CH:13]=[CH:12][CH:11]=1)[CH3:1]. The yield is -0.775.